This data is from Forward reaction prediction with 1.9M reactions from USPTO patents (1976-2016). The task is: Predict the product of the given reaction. (1) Given the reactants Cl.[NH2:2][OH:3].[F:4][C:5]1[C:10]([O:11][CH3:12])=[CH:9][C:8]([O:13][CH3:14])=[C:7]([F:15])[C:6]=1[N:16]1[CH2:21][C:20]2[CH:22]=[N:23][C:24]([CH:26]=O)=[CH:25][C:19]=2[N:18]([CH2:28][CH3:29])[C:17]1=[O:30].C(=O)([O-])[O-].[K+].[K+], predict the reaction product. The product is: [F:4][C:5]1[C:10]([O:11][CH3:12])=[CH:9][C:8]([O:13][CH3:14])=[C:7]([F:15])[C:6]=1[N:16]1[CH2:21][C:20]2[CH:22]=[N:23][C:24](/[CH:26]=[N:2]/[OH:3])=[CH:25][C:19]=2[N:18]([CH2:28][CH3:29])[C:17]1=[O:30]. (2) Given the reactants [NH2:1][C:2]1[CH:19]=[CH:18][C:5]2[CH2:6][CH2:7][N:8]([C:11]([O:13][C:14]([CH3:17])([CH3:16])[CH3:15])=[O:12])[CH2:9][CH2:10][C:4]=2[CH:3]=1.C(N(CC)CC)C.[C:27](Cl)(=[O:29])[CH3:28], predict the reaction product. The product is: [C:27]([NH:1][C:2]1[CH:19]=[CH:18][C:5]2[CH2:6][CH2:7][N:8]([C:11]([O:13][C:14]([CH3:16])([CH3:15])[CH3:17])=[O:12])[CH2:9][CH2:10][C:4]=2[CH:3]=1)(=[O:29])[CH3:28]. (3) Given the reactants CCCC[N+](CCCC)(CCCC)CCCC.[F-].[CH:19]1([NH:22][C:23]([C:25]23[CH2:49][CH2:48][C:47]([O:54][Si](CC)(CC)CC)([C:50]([F:53])([F:52])[F:51])[CH2:46][CH:26]2[CH2:27][CH2:28][CH2:29][C:30]2[C:31]3=[CH:32][C:33]3[CH:34]=[N:35][N:36]([C:39]4[CH:44]=[CH:43][C:42]([F:45])=[CH:41][CH:40]=4)[C:37]=3[CH:38]=2)=[O:24])[CH2:21][CH2:20]1, predict the reaction product. The product is: [CH:19]1([NH:22][C:23]([C:25]23[CH2:49][CH2:48][C:47]([OH:54])([C:50]([F:51])([F:53])[F:52])[CH2:46][CH:26]2[CH2:27][CH2:28][CH2:29][C:30]2[C:31]3=[CH:32][C:33]3[CH:34]=[N:35][N:36]([C:39]4[CH:44]=[CH:43][C:42]([F:45])=[CH:41][CH:40]=4)[C:37]=3[CH:38]=2)=[O:24])[CH2:21][CH2:20]1. (4) Given the reactants [Cl:1][C:2]1[CH:7]=[CH:6][C:5]([Cl:8])=[CH:4][N:3]=1.C([Li])CCC.CN(C)CCN(C)CCN(C)C.[C:26](=[O:28])=[O:27], predict the reaction product. The product is: [Cl:1][C:2]1[CH:7]=[C:6]([C:26]([OH:28])=[O:27])[C:5]([Cl:8])=[CH:4][N:3]=1.